Dataset: Full USPTO retrosynthesis dataset with 1.9M reactions from patents (1976-2016). Task: Predict the reactants needed to synthesize the given product. (1) Given the product [CH3:7][C:4]1[N:3]([C:8]2[CH:13]=[CH:12][CH:11]=[C:10]([CH2:14][CH3:16])[N:9]=2)[C:2]([CH3:1])=[CH:6][CH:5]=1, predict the reactants needed to synthesize it. The reactants are: [CH3:1][C:2]1[N:3]([C:8]2[CH:13]=[CH:12][CH:11]=[C:10]([CH3:14])[N:9]=2)[C:4]([CH3:7])=[CH:5][CH:6]=1.[Li][CH2:16]CCC.CI. (2) Given the product [CH:1]([N:4]1[C:8]([C:9]2[CH:14]=[CH:13][N:12]=[C:11]([NH:15][C:16]3[CH:21]=[CH:20][C:19]([S:26]([CH3:39])(=[O:31])=[O:27])=[C:18]([CH3:24])[N:17]=3)[N:10]=2)=[CH:7][N:6]=[C:5]1[CH3:25])([CH3:2])[CH3:3], predict the reactants needed to synthesize it. The reactants are: [CH:1]([N:4]1[C:8]([C:9]2[CH:14]=[CH:13][N:12]=[C:11]([NH:15][C:16]3[CH:21]=[CH:20][C:19](SC)=[C:18]([CH3:24])[N:17]=3)[N:10]=2)=[CH:7][N:6]=[C:5]1[CH3:25])([CH3:3])[CH3:2].[S:26]([O-:31])(O[O-])(=O)=[O:27].[K+].[K+].S(=O)(O)[O-].[Na+].[CH3:39]O.